From a dataset of Reaction yield outcomes from USPTO patents with 853,638 reactions. Predict the reaction yield, written as a fraction of the theoretical maximum amount of product (1.0 means a 100% yield; for example, 0.34 means a 34% yield). (1) The reactants are [S:1]1[C:5]2[CH:6]=[CH:7][CH:8]=[CH:9][C:4]=2[N:3]=[C:2]1[S:10][CH2:11][C:12]([OH:14])=O.[F:15][C:16]1[CH:24]=[C:23]2[C:19]([CH2:20][CH2:21][NH:22]2)=[CH:18][CH:17]=1. No catalyst specified. The product is [S:1]1[C:5]2[CH:6]=[CH:7][CH:8]=[CH:9][C:4]=2[N:3]=[C:2]1[S:10][CH2:11][C:12]([N:22]1[C:23]2[C:19](=[CH:18][CH:17]=[C:16]([F:15])[CH:24]=2)[CH2:20][CH2:21]1)=[O:14]. The yield is 0.700. (2) The reactants are C1C(=O)N([Cl:8])C(=O)C1.C1(P(C2C=CC=CC=2)C2C=CC=CC=2)C=CC=CC=1.[F:28][C:29]1[C:34]([F:35])=[CH:33][CH:32]=[CH:31][C:30]=1[C@@H:36]1[CH2:46][CH2:45][C@@H:44]([O:47][Si:48]([CH:55]([CH3:57])[CH3:56])([CH:52]([CH3:54])[CH3:53])[CH:49]([CH3:51])[CH3:50])[C:39]2=[N:40][CH:41]=[CH:42][CH:43]=[C:38]2[C@H:37]1O. The catalyst is O1CCCC1. The product is [Cl:8][C@H:37]1[C:38]2[C:39](=[N:40][CH:41]=[CH:42][CH:43]=2)[C@H:44]([O:47][Si:48]([CH:55]([CH3:57])[CH3:56])([CH:52]([CH3:54])[CH3:53])[CH:49]([CH3:51])[CH3:50])[CH2:45][CH2:46][C@H:36]1[C:30]1[CH:31]=[CH:32][CH:33]=[C:34]([F:35])[C:29]=1[F:28]. The yield is 0.830.